From a dataset of Forward reaction prediction with 1.9M reactions from USPTO patents (1976-2016). Predict the product of the given reaction. Given the reactants [C:1]([C:5]1[N:6]=[C:7]([C:10]2[CH:15]=[CH:14][CH:13]=[C:12]([O:16][C:17]3[CH:22]=[CH:21][C:20]([N+:23]([O-])=O)=[CH:19][C:18]=3[Cl:26])[CH:11]=2)[S:8][CH:9]=1)([CH3:4])([CH3:3])[CH3:2], predict the reaction product. The product is: [C:1]([C:5]1[N:6]=[C:7]([C:10]2[CH:11]=[C:12]([CH:13]=[CH:14][CH:15]=2)[O:16][C:17]2[CH:22]=[CH:21][C:20]([NH2:23])=[CH:19][C:18]=2[Cl:26])[S:8][CH:9]=1)([CH3:4])([CH3:2])[CH3:3].